From a dataset of Reaction yield outcomes from USPTO patents with 853,638 reactions. Predict the reaction yield, written as a fraction of the theoretical maximum amount of product (1.0 means a 100% yield; for example, 0.34 means a 34% yield). (1) The reactants are [N+:1]([C:4]1[CH:13]=[C:12]2[C:7]([CH2:8][CH2:9][CH2:10][C:11]2=[N:14]O)=[CH:6][CH:5]=1)([O-])=O. The catalyst is CO. The product is [CH:11]1([NH2:14])[C:12]2[C:7](=[CH:6][CH:5]=[C:4]([NH2:1])[CH:13]=2)[CH2:8][CH2:9][CH2:10]1. The yield is 0.960. (2) The reactants are [Cl:1][C:2]1[CH:3]=[C:4]2[C:9](=[CH:10][CH:11]=1)[N:8]=[C:7]([O:12][CH3:13])[C:6]([NH:14][C:15](=[O:19])OCC)=[N:5]2.[CH3:20][O:21][C:22]1[CH:23]=[C:24]([N:30]2[CH2:35][CH2:34][NH:33][CH2:32][CH2:31]2)[CH:25]=[C:26]([O:28][CH3:29])[CH:27]=1. No catalyst specified. The product is [Cl:1][C:2]1[CH:3]=[C:4]2[C:9](=[CH:10][CH:11]=1)[N:8]=[C:7]([O:12][CH3:13])[C:6]([NH:14][C:15]([N:33]1[CH2:32][CH2:31][N:30]([C:24]3[CH:23]=[C:22]([O:21][CH3:20])[CH:27]=[C:26]([O:28][CH3:29])[CH:25]=3)[CH2:35][CH2:34]1)=[O:19])=[N:5]2. The yield is 0.810.